This data is from CYP3A4 inhibition data for predicting drug metabolism from PubChem BioAssay. The task is: Regression/Classification. Given a drug SMILES string, predict its absorption, distribution, metabolism, or excretion properties. Task type varies by dataset: regression for continuous measurements (e.g., permeability, clearance, half-life) or binary classification for categorical outcomes (e.g., BBB penetration, CYP inhibition). Dataset: cyp3a4_veith. (1) The molecule is Cc1cccc(C)c1NC1=NCCCS1. The result is 0 (non-inhibitor). (2) The result is 0 (non-inhibitor). The drug is Cc1ccc(-c2nc3ccccc3c(=O)n2-c2ncccc2C)cc1. (3) The compound is Cc1cc(C(F)F)n2ncc(C(=O)O)c2n1. The result is 0 (non-inhibitor).